Dataset: Full USPTO retrosynthesis dataset with 1.9M reactions from patents (1976-2016). Task: Predict the reactants needed to synthesize the given product. (1) Given the product [N:8]1([C:6]([O:5][C:1]([CH3:4])([CH3:2])[CH3:3])=[O:7])[CH2:13][CH2:12][N:11]([C:14]([O:16][C:17]([CH3:20])([CH3:19])[CH3:18])=[O:15])[CH2:10][CH:9]1[C:21]([O:23][CH3:24])=[O:22], predict the reactants needed to synthesize it. The reactants are: [C:1]([O:5][C:6]([N:8]1[CH2:13][CH2:12][N:11]([C:14]([O:16][C:17]([CH3:20])([CH3:19])[CH3:18])=[O:15])[CH2:10][CH:9]1[C:21]([OH:23])=[O:22])=[O:7])([CH3:4])([CH3:3])[CH3:2].[C:24]([O-])([O-])=O.[K+].[K+].IC. (2) Given the product [CH3:30][O:31][C:32]1[CH:33]=[C:34]([NH:35][C:12]2[C:13]3[NH:18][N:17]=[CH:16][C:14]=3[N:15]=[C:10]([C:6]3[CH:5]=[C:4]([CH:9]=[CH:8][CH:7]=3)[C:3]([OH:2])=[O:29])[N:11]=2)[CH:36]=[CH:37][C:38]=1[O:39][CH3:40], predict the reactants needed to synthesize it. The reactants are: C[O:2][C:3](=[O:29])[C:4]1[CH:9]=[CH:8][CH:7]=[C:6]([C:10]2[N:11]=[C:12](Cl)[C:13]3[C:14](=[CH:16][N:17](CC4C=CC(OC)=CC=4)[N:18]=3)[N:15]=2)[CH:5]=1.[CH3:30][O:31][C:32]1[CH:33]=[C:34]([CH:36]=[CH:37][C:38]=1[O:39][CH3:40])[NH2:35].Cl. (3) Given the product [F:1][C:2]1[CH:3]=[C:4]2[C:11]([I:21])=[N:10][NH:9][C:5]2=[N:6][C:7]=1[CH3:8], predict the reactants needed to synthesize it. The reactants are: [F:1][C:2]1[CH:3]=[C:4]2[C:11](N)=[N:10][NH:9][C:5]2=[N:6][C:7]=1[CH3:8].N(OCCC(C)C)=O.[I-:21].[Na+]. (4) The reactants are: [C:1]([C:3]1[C:7]([NH:8][S:9]([C:12]([F:15])([F:14])[F:13])(=[O:11])=[O:10])=[C:6]([N:16]=CN(C)C)[N:5]([C:21]2[C:26]([Cl:27])=[CH:25][C:24]([C:28]([F:31])([F:30])[F:29])=[CH:23][C:22]=2[Cl:32])[N:4]=1)#[N:2].C(=O)([O-])[O-].[K+].[K+].[I-].[Na+].Br[CH2:42][CH:43]1[CH2:45][CH2:44]1.Cl. Given the product [NH2:16][C:6]1[N:5]([C:21]2[C:22]([Cl:32])=[CH:23][C:24]([C:28]([F:31])([F:30])[F:29])=[CH:25][C:26]=2[Cl:27])[N:4]=[C:3]([C:1]#[N:2])[C:7]=1[N:8]([CH2:42][CH:43]1[CH2:45][CH2:44]1)[S:9]([C:12]([F:13])([F:15])[F:14])(=[O:11])=[O:10], predict the reactants needed to synthesize it. (5) Given the product [Cl:22][C:17]1[CH:18]=[CH:19][CH:20]=[C:21]([Sn:35]([CH3:37])([CH3:36])[CH3:34])[C:16]=1[C:15]([N:14]([CH2:12][CH3:13])[CH2:24][CH3:25])=[O:23], predict the reactants needed to synthesize it. The reactants are: [Li]C(CC)C.C1CCCCC1.[CH2:12]([N:14]([CH2:24][CH3:25])[C:15](=[O:23])[C:16]1[CH:21]=[CH:20][CH:19]=[CH:18][C:17]=1[Cl:22])[CH3:13].CN(CCN(C)C)C.[CH3:34][Sn:35](Cl)([CH3:37])[CH3:36]. (6) Given the product [CH2:1]([N:3]1[CH2:20][C@H:19]([CH3:21])[N:18]2[C:5](=[C:6]([O:22][CH3:23])[C:7]3[C:12](=[O:13])[NH:11][N:10]=[C:9]([C:14]([NH:16][CH3:25])=[O:15])[C:8]=32)[C:4]1=[O:24])[CH3:2], predict the reactants needed to synthesize it. The reactants are: [CH2:1]([N:3]1[CH2:20][C@H:19]([CH3:21])[N:18]2[C:5](=[C:6]([O:22][CH3:23])[C:7]3[C:12](=[O:13])[NH:11][N:10]=[C:9]([C:14]([NH:16]N)=[O:15])[C:8]=32)[C:4]1=[O:24])[CH3:2].[CH3:25]N.II.S([O-])([O-])=O.[Na+].[Na+]. (7) Given the product [CH3:1][O:2][C:3]1[CH:4]=[CH:5][C:6]([CH:9]([C:52]2[CH:57]=[CH:56][C:55]([O:58][CH3:59])=[CH:54][CH:53]=2)[N:10]2[C:14]3[CH:15]=[CH:16][CH:17]=[C:18]([O:19][C:20]4[CH:29]=[C:28]([N:30]5[CH2:31][CH2:32][N:33]([CH2:36][C:37]6[CH2:42][CH2:41][C:40]([CH3:44])([CH3:43])[CH2:39][C:38]=6[C:45]6[CH:46]=[CH:47][C:48]([Cl:51])=[CH:49][CH:50]=6)[CH2:34][CH2:35]5)[CH:27]=[CH:26][C:21]=4[C:22]([OH:24])=[O:23])[C:13]=3[N:12]=[CH:11]2)=[CH:7][CH:8]=1, predict the reactants needed to synthesize it. The reactants are: [CH3:1][O:2][C:3]1[CH:8]=[CH:7][C:6]([CH:9]([C:52]2[CH:57]=[CH:56][C:55]([O:58][CH3:59])=[CH:54][CH:53]=2)[N:10]2[C:14]3[CH:15]=[CH:16][CH:17]=[C:18]([O:19][C:20]4[CH:29]=[C:28]([N:30]5[CH2:35][CH2:34][N:33]([CH2:36][C:37]6[CH2:42][CH2:41][C:40]([CH3:44])([CH3:43])[CH2:39][C:38]=6[C:45]6[CH:50]=[CH:49][C:48]([Cl:51])=[CH:47][CH:46]=6)[CH2:32][CH2:31]5)[CH:27]=[CH:26][C:21]=4[C:22]([O:24]C)=[O:23])[C:13]=3[N:12]=[CH:11]2)=[CH:5][CH:4]=1.[OH-].[Na+]. (8) The reactants are: Br[C:2]1[N:6]2[CH2:7][CH2:8][N:9]([C:11]([O:13][C:14]([CH3:17])([CH3:16])[CH3:15])=[O:12])[CH2:10][C:5]2=[N:4][N:3]=1.[CH3:18][S-:19].[Na+]. Given the product [C:14]([O:13][C:11]([N:9]1[CH2:8][CH2:7][N:6]2[C:2]([S:19][CH3:18])=[N:3][N:4]=[C:5]2[CH2:10]1)=[O:12])([CH3:17])([CH3:16])[CH3:15], predict the reactants needed to synthesize it. (9) Given the product [NH2:24][C:11]1[CH:12]=[C:13]([O:16][CH2:17][C:18]2[CH:23]=[CH:22][CH:21]=[CH:20][CH:19]=2)[CH:14]=[CH:15][C:10]=1[C:9]([OH:28])=[O:8], predict the reactants needed to synthesize it. The reactants are: C([O:8][C:9](=[O:28])[C:10]1[CH:15]=[CH:14][C:13]([O:16][CH2:17][C:18]2[CH:23]=[CH:22][CH:21]=[CH:20][CH:19]=2)=[CH:12][C:11]=1[NH:24]C(=O)C)C1C=CC=CC=1.[OH-].[Na+].Cl. (10) The reactants are: C1C2C(C[O:15][C:16]([N:18]([CH3:46])[C@H:19]([C:23]([NH:25][C@H:26]([C:30]([N:32]([C@@H:34]([C@@H:42]([CH3:45])[CH2:43][CH3:44])[C@H:35]([O:40][CH3:41])[CH2:36][C:37]([OH:39])=[O:38])[CH3:33])=[O:31])[CH:27]([CH3:29])[CH3:28])=[O:24])[CH:20]([CH3:22])[CH3:21])=[O:17])C3C(=CC=CC=3)C=2C=CC=1.N1CCCCC1.[C:53](OC(OC(O[C:53]([CH3:56])([CH3:55])[CH3:54])=O)=O)([CH3:56])([CH3:55])[CH3:54]. Given the product [C:53]([O:15][C:16]([N:18]([CH3:46])[C@H:19]([C:23]([NH:25][C@H:26]([C:30]([N:32]([C@@H:34]([C@@H:42]([CH3:45])[CH2:43][CH3:44])[C@H:35]([O:40][CH3:41])[CH2:36][C:37]([OH:39])=[O:38])[CH3:33])=[O:31])[CH:27]([CH3:28])[CH3:29])=[O:24])[CH:20]([CH3:22])[CH3:21])=[O:17])([CH3:56])([CH3:55])[CH3:54], predict the reactants needed to synthesize it.